Dataset: Forward reaction prediction with 1.9M reactions from USPTO patents (1976-2016). Task: Predict the product of the given reaction. (1) Given the reactants Cl[C:2]1[N:7]=[C:6]([C:8]2[NH:9][C:10]3[C:15]([CH:16]=2)=[CH:14][CH:13]=[CH:12][CH:11]=3)[CH:5]=[N:4][CH:3]=1.[NH2:17][C:18]1[CH:26]=[CH:25][C:21]([C:22]([NH2:24])=[O:23])=[CH:20][CH:19]=1.CC(C)([O-:30])C.[Na+].CC1(C)C2C(=C(P(C3C=CC=CC=3)C3C=CC=CC=3)C=CC=2)OC2C(P(C3C=CC=CC=3)C3C=CC=CC=3)=CC=CC1=2, predict the reaction product. The product is: [C:22]([OH:23])(=[O:30])[CH3:21].[NH:9]1[C:10]2[C:15](=[CH:14][CH:13]=[CH:12][CH:11]=2)[CH:16]=[C:8]1[C:6]1[N:7]=[C:2]([NH:17][C:18]2[CH:26]=[CH:25][C:21]([C:22]([NH2:24])=[O:23])=[CH:20][CH:19]=2)[CH:3]=[N:4][CH:5]=1. (2) Given the reactants [CH3:1]I.[F:3][C:4]1[C:5]([OH:14])=[C:6]([C:11](=[O:13])[CH3:12])[CH:7]=[C:8]([F:10])[CH:9]=1, predict the reaction product. The product is: [F:3][C:4]1[C:5]([O:14][CH3:1])=[C:6]([C:11](=[O:13])[CH3:12])[CH:7]=[C:8]([F:10])[CH:9]=1.